This data is from Forward reaction prediction with 1.9M reactions from USPTO patents (1976-2016). The task is: Predict the product of the given reaction. The product is: [NH2:12][C:11]1[CH:10]=[CH:9][C:4]([C:5]([O:7][CH3:8])=[O:6])=[CH:3][C:2]=1[CH3:1]. Given the reactants [CH3:1][C:2]1[CH:3]=[C:4]([CH:9]=[CH:10][C:11]=1[N+:12]([O-])=O)[C:5]([O:7][CH3:8])=[O:6].[NH4+].[Cl-], predict the reaction product.